From a dataset of CYP3A4 inhibition data for predicting drug metabolism from PubChem BioAssay. Regression/Classification. Given a drug SMILES string, predict its absorption, distribution, metabolism, or excretion properties. Task type varies by dataset: regression for continuous measurements (e.g., permeability, clearance, half-life) or binary classification for categorical outcomes (e.g., BBB penetration, CYP inhibition). Dataset: cyp3a4_veith. (1) The molecule is O=[N+]([O-])c1ccc(Cl)c(/C=N/N2CCN(Cc3ccccc3)CC2)c1. The result is 0 (non-inhibitor). (2) The molecule is Cc1cc2nc3[nH]c4c(Cl)cc(Cl)cc4c3nc2cc1C. The result is 0 (non-inhibitor). (3) The molecule is COc1ccc(NC(=O)N2CCC3(CC2)CCN(C(=O)c2cnccn2)CC3)cc1. The result is 0 (non-inhibitor). (4) The compound is O=C(Nc1ccc(Br)cc1)C1CCC(=O)N1Cc1ccccc1Cl. The result is 0 (non-inhibitor).